Task: Predict the product of the given reaction.. Dataset: Forward reaction prediction with 1.9M reactions from USPTO patents (1976-2016) (1) Given the reactants [NH2:1][C:2]1[CH:15]=[CH:14][C:13]2[S:12][C:11]3[C:6](=[CH:7][CH:8]=[CH:9][CH:10]=3)[C:5](=[O:16])[C:4]=2[CH:3]=1.[C:17]1(=[O:24])[O:23][C:21](=[O:22])[CH2:20][CH2:19][CH2:18]1, predict the reaction product. The product is: [O:16]=[C:5]1[C:4]2[CH:3]=[C:2]([NH:1][C:17]([CH2:18][CH2:19][CH2:20][C:21]([OH:23])=[O:22])=[O:24])[CH:15]=[CH:14][C:13]=2[S:12][C:11]2[C:6]1=[CH:7][CH:8]=[CH:9][CH:10]=2. (2) Given the reactants [NH2:1][CH:2]([C:6]#[N:7])[C:3]([NH2:5])=[O:4].C[O-].[Na+].[C:11]([OH:14])(=O)C.[CH3:15][C:16]([CH:18]=O)=O, predict the reaction product. The product is: [CH3:11][O:14][C:6]1[C:2]([C:3]([NH2:5])=[O:4])=[N:1][CH:15]=[C:16]([CH3:18])[N:7]=1.